From a dataset of Forward reaction prediction with 1.9M reactions from USPTO patents (1976-2016). Predict the product of the given reaction. Given the reactants Cl.[F:2][C:3]1[CH:4]=[C:5]([CH:44]=[CH:45][CH:46]=1)[CH2:6][N:7]1[CH:11]=[C:10]([C:12]2[C:20]3[C:15](=[N:16][CH:17]=[C:18]([C:21]4[CH:26]=[CH:25][CH:24]=[C:23]([CH2:27][CH:28]5[CH2:33][CH2:32][NH:31][CH2:30][CH2:29]5)[CH:22]=4)[CH:19]=3)[N:14]([S:34]([C:37]3[CH:43]=[CH:42][C:40]([CH3:41])=[CH:39][CH:38]=3)(=[O:36])=[O:35])[CH:13]=2)[CH:9]=[N:8]1.Cl[CH2:48][C:49]([NH2:51])=[O:50].C(=O)(O)[O-].[Na+], predict the reaction product. The product is: [F:2][C:3]1[CH:4]=[C:5]([CH:44]=[CH:45][CH:46]=1)[CH2:6][N:7]1[CH:11]=[C:10]([C:12]2[C:20]3[C:15](=[N:16][CH:17]=[C:18]([C:21]4[CH:22]=[C:23]([CH:24]=[CH:25][CH:26]=4)[CH2:27][CH:28]4[CH2:29][CH2:30][N:31]([CH2:48][C:49]([NH2:51])=[O:50])[CH2:32][CH2:33]4)[CH:19]=3)[N:14]([S:34]([C:37]3[CH:38]=[CH:39][C:40]([CH3:41])=[CH:42][CH:43]=3)(=[O:35])=[O:36])[CH:13]=2)[CH:9]=[N:8]1.